From a dataset of Reaction yield outcomes from USPTO patents with 853,638 reactions. Predict the reaction yield, written as a fraction of the theoretical maximum amount of product (1.0 means a 100% yield; for example, 0.34 means a 34% yield). (1) The reactants are C(OC([C:6]1[N:7]([C@H:18]([CH3:28])[CH2:19][NH:20][C:21]([O:23]C(C)(C)C)=O)[C:8]2[C:16]([CH:17]=1)=[CH:15][CH:14]=[C:13]1[C:9]=2[CH2:10][CH2:11][CH2:12]1)=O)C.FC(F)(F)C(O)=O. The catalyst is ClCCl. The product is [CH3:28][C@@H:18]1[CH2:19][NH:20][C:21](=[O:23])[C:6]2[N:7]1[C:8]1[C:9]3[CH2:10][CH2:11][CH2:12][C:13]=3[CH:14]=[CH:15][C:16]=1[CH:17]=2. The yield is 0.570. (2) The reactants are [CH3:1][O:2][C:3]1[CH:8]=[CH:7][C:6]([S:9][C:10]2[CH:15]=[CH:14][CH:13]=[CH:12][CH:11]=2)=[C:5]([N+:16]([O-])=O)[CH:4]=1.Cl[Sn]Cl. No catalyst specified. The product is [CH3:1][O:2][C:3]1[CH:8]=[CH:7][C:6]([S:9][C:10]2[CH:11]=[CH:12][CH:13]=[CH:14][CH:15]=2)=[C:5]([NH2:16])[CH:4]=1. The yield is 0.960.